Dataset: Forward reaction prediction with 1.9M reactions from USPTO patents (1976-2016). Task: Predict the product of the given reaction. (1) Given the reactants [C:1](OC(=O)C)(=[O:3])[CH3:2].[Cl:8][C:9]1[CH:10]=[CH:11][C:12]2[CH2:13][NH:14][CH2:15][C@@H:16]([C:20]3[CH:25]=[CH:24][CH:23]=[CH:22][CH:21]=3)[O:17][C:18]=2[N:19]=1, predict the reaction product. The product is: [Cl:8][C:9]1[CH:10]=[CH:11][C:12]2[CH2:13][N:14]([C:1](=[O:3])[CH3:2])[CH2:15][C@@H:16]([C:20]3[CH:25]=[CH:24][CH:23]=[CH:22][CH:21]=3)[O:17][C:18]=2[N:19]=1. (2) Given the reactants N(C(OCC)=O)=NC(OCC)=O.[F:13][C:14]([F:32])([F:31])[C:15]1[CH:16]=[C:17]([S:21]([N:24]2[CH2:29][CH2:28][CH:27]([OH:30])[CH2:26][CH2:25]2)(=[O:23])=[O:22])[CH:18]=[CH:19][CH:20]=1.O[N:34]1[C:42](=[O:43])[C:41]2[C:36](=[CH:37][CH:38]=[CH:39][CH:40]=2)[C:35]1=[O:44].C1(P(C2C=CC=CC=2)C2C=CC=CC=2)C=CC=CC=1, predict the reaction product. The product is: [F:32][C:14]([F:13])([F:31])[C:15]1[CH:16]=[C:17]([S:21]([N:24]2[CH2:25][CH2:26][CH:27]([O:30][N:34]3[C:42](=[O:43])[C:41]4[C:36](=[CH:37][CH:38]=[CH:39][CH:40]=4)[C:35]3=[O:44])[CH2:28][CH2:29]2)(=[O:23])=[O:22])[CH:18]=[CH:19][CH:20]=1. (3) Given the reactants [CH3:1][NH:2][C@@H:3]1[C:8]2=[N:9][CH:10]=[CH:11][CH:12]=[C:7]2[O:6][CH2:5][CH2:4]1.[CH3:13][N:14]1[CH2:19][CH2:18][N:17]([C:20]2[N:25]3[CH:26]=[C:27]([CH:29]=O)[N:28]=[C:24]3[CH:23]=[CH:22][CH:21]=2)[CH2:16][CH2:15]1.C(O)(=O)C.C(O[BH-](OC(=O)C)OC(=O)C)(=O)C.[Na+], predict the reaction product. The product is: [CH3:1][N:2]([CH2:29][C:27]1[N:28]=[C:24]2[CH:23]=[CH:22][CH:21]=[C:20]([N:17]3[CH2:16][CH2:15][N:14]([CH3:13])[CH2:19][CH2:18]3)[N:25]2[CH:26]=1)[C@@H:3]1[C:8]2=[N:9][CH:10]=[CH:11][CH:12]=[C:7]2[O:6][CH2:5][CH2:4]1. (4) Given the reactants [Cl:1][C:2]1[C:3]([C:23]2[N:27]3[CH:28]=[CH:29][CH:30]=[CH:31][C:26]3=[N:25][CH:24]=2)=[N:4][C:5]([NH:8][C:9]2[CH:14]=[CH:13][C:12]([N:15]3[CH2:20][CH2:19][NH:18][CH2:17][CH2:16]3)=[CH:11][C:10]=2[O:21][CH3:22])=[N:6][CH:7]=1.[O:32]1[CH2:34][C@@H:33]1[CH2:35][OH:36], predict the reaction product. The product is: [Cl:1][C:2]1[C:3]([C:23]2[N:27]3[CH:28]=[CH:29][CH:30]=[CH:31][C:26]3=[N:25][CH:24]=2)=[N:4][C:5]([NH:8][C:9]2[CH:14]=[CH:13][C:12]([N:15]3[CH2:16][CH2:17][N:18]([CH2:34][C@@H:33]([OH:32])[CH2:35][OH:36])[CH2:19][CH2:20]3)=[CH:11][C:10]=2[O:21][CH3:22])=[N:6][CH:7]=1.